From a dataset of M1 muscarinic receptor antagonist screen with 61,756 compounds. Binary Classification. Given a drug SMILES string, predict its activity (active/inactive) in a high-throughput screening assay against a specified biological target. (1) The result is 0 (inactive). The compound is S(=O)(=O)(Nc1sc(c(n1)C)C(OCC)=O)c1ccc(NC(=O)C)cc1. (2) The molecule is s1c2c(n(Cc3n(CCc4ccccc4)c(SC)nn3)c1=O)cccc2. The result is 0 (inactive).